From a dataset of Full USPTO retrosynthesis dataset with 1.9M reactions from patents (1976-2016). Predict the reactants needed to synthesize the given product. (1) Given the product [N:25]1[CH:26]=[CH:27][C:22]([CH:20]([OH:19])[CH2:21][N:8]2[C:7]3[CH2:6][CH:5]4[N:4]([CH2:3][CH2:2][CH2:1]4)[CH2:16][C:15]=3[C:14]3[CH:13]=[CH:12][CH:11]=[N:10][C:9]2=3)=[CH:23][CH:24]=1, predict the reactants needed to synthesize it. The reactants are: [CH2:1]1[CH:5]2[CH2:6][C:7]3[NH:8][C:9]4[C:14]([C:15]=3[CH2:16][N:4]2[CH2:3][CH2:2]1)=[CH:13][CH:12]=[CH:11][N:10]=4.[H-].[Na+].[O:19]1[CH2:21][CH:20]1[C:22]1[CH:27]=[CH:26][N:25]=[CH:24][CH:23]=1. (2) Given the product [CH:14]([N:5]1[C:4]2[N:3]=[C:2]([NH:30][C:22]3[CH:23]=[C:24]([C:26]([F:29])([F:28])[F:27])[CH:25]=[C:20]([N+:17]([O-:19])=[O:18])[CH:21]=3)[N:11]=[CH:10][C:9]=2[N:8]([CH3:12])[C:7](=[O:13])[CH2:6]1)([CH3:16])[CH3:15], predict the reactants needed to synthesize it. The reactants are: Cl[C:2]1[N:11]=[CH:10][C:9]2[N:8]([CH3:12])[C:7](=[O:13])[CH2:6][N:5]([CH:14]([CH3:16])[CH3:15])[C:4]=2[N:3]=1.[N+:17]([C:20]1[CH:21]=[C:22]([NH2:30])[CH:23]=[C:24]([C:26]([F:29])([F:28])[F:27])[CH:25]=1)([O-:19])=[O:18].Cl. (3) The reactants are: [CH3:1][N:2]([CH3:25])[CH2:3][CH2:4][O:5][C:6]1[CH:11]=[CH:10][C:9]([NH:12][C:13]2[O:14][CH2:15][C:16](=[O:23])[C:17]=2[C:18]([O:20][CH2:21][CH3:22])=[O:19])=[C:8]([CH3:24])[CH:7]=1.[NH:26]1[C:34]2[C:29](=[CH:30][CH:31]=[CH:32][N:33]=2)[C:28]([CH:35]=O)=[CH:27]1.N1CCCCC1. Given the product [CH:18]([OH:20])=[O:19].[NH:26]1[C:34]2=[N:33][CH:32]=[CH:31][CH:30]=[C:29]2[C:28]([CH:35]=[C:15]2[O:14][C:13]([NH:12][C:9]3[CH:10]=[CH:11][C:6]([O:5][CH2:4][CH2:3][N:2]([CH3:1])[CH3:25])=[CH:7][C:8]=3[CH3:24])=[C:17]([C:18]([O:20][CH2:21][CH3:22])=[O:19])[C:16]2=[O:23])=[CH:27]1, predict the reactants needed to synthesize it. (4) Given the product [CH2:1]([C@@H:8]1[CH2:9][NH:10][CH2:11][CH2:12][N:13]1[C:14]([C:16]1[CH:20]=[C:19]([CH3:21])[N:18]([C:22]2[CH:27]=[CH:26][CH:25]=[C:24]([O:28][CH2:29][CH2:30][CH2:31][S:32]([CH3:35])(=[O:34])=[O:33])[CH:23]=2)[C:17]=1[C:36]1[CH:41]=[CH:40][CH:39]=[CH:38][CH:37]=1)=[O:15])[C:2]1[CH:3]=[CH:4][CH:5]=[CH:6][CH:7]=1, predict the reactants needed to synthesize it. The reactants are: [CH2:1]([C@H:8]1[N:13]([C:14]([C:16]2[CH:20]=[C:19]([CH3:21])[N:18]([C:22]3[CH:27]=[CH:26][CH:25]=[C:24]([O:28][CH2:29][CH2:30][CH2:31][S:32]([CH3:35])(=[O:34])=[O:33])[CH:23]=3)[C:17]=2[C:36]2[CH:41]=[CH:40][CH:39]=[CH:38][CH:37]=2)=[O:15])[CH2:12][CH2:11][N:10](C(OC(C)(C)C)=O)[CH2:9]1)[C:2]1[CH:7]=[CH:6][CH:5]=[CH:4][CH:3]=1.C(OCC)(=O)C.Cl. (5) Given the product [Cl:30][C:27]1[CH:28]=[CH:29][C:24]([N:16]2[C:15]([NH:5][C:31]3[CH:36]=[CH:35][CH:34]=[CH:33][CH:32]=3)=[C:23]3[C:18]([CH:19]=[CH:20][CH:21]=[CH:22]3)=[N:17]2)=[CH:25][CH:26]=1, predict the reactants needed to synthesize it. The reactants are: C([N:5]([C:15]1[N:16]([C:24]2[CH:29]=[CH:28][C:27]([Cl:30])=[CH:26][CH:25]=2)[N:17]=[C:18]2[C:23]=1[CH:22]=[CH:21][CH:20]=[CH:19]2)C(NC1CCCCC1)=O)CCC.[C:31]1(N)[CH:36]=[CH:35][CH:34]=[CH:33][CH:32]=1. (6) Given the product [CH3:36][N:37]1[CH2:38][CH2:39][CH:40]([C:43]2[CH:48]=[CH:47][C:46]([NH:49][C:50]3[N:51]=[CH:52][C:53]4[S:58][C:57]([C:59]([NH2:4])=[O:61])=[C:56]([C:62]5[CH:66]=[N:65][NH:64][CH:63]=5)[C:54]=4[N:55]=3)=[C:45]([O:67][CH:68]([CH3:70])[CH3:69])[CH:44]=2)[CH2:41][CH2:42]1, predict the reactants needed to synthesize it. The reactants are: C([N:4](CC)C(C)C)(C)C.CN(C(ON1N=NC2C=CC=NC1=2)=[N+](C)C)C.F[P-](F)(F)(F)(F)F.[Cl-].[NH4+].[CH3:36][N:37]1[CH2:42][CH2:41][CH:40]([C:43]2[CH:48]=[CH:47][C:46]([NH:49][C:50]3[N:51]=[CH:52][C:53]4[S:58][C:57]([C:59]([OH:61])=O)=[C:56]([C:62]5[CH:63]=[N:64][NH:65][CH:66]=5)[C:54]=4[N:55]=3)=[C:45]([O:67][CH:68]([CH3:70])[CH3:69])[CH:44]=2)[CH2:39][CH2:38]1. (7) Given the product [F:9][C:10]1[CH:17]=[CH:16][CH:15]=[C:14]([F:18])[C:11]=1[CH:12]=[C:4]1[C:5](=[O:8])[C:6](=[CH:12][C:11]2[C:10]([F:9])=[CH:17][CH:16]=[CH:15][C:14]=2[F:18])[CH2:7][N:2]([CH3:1])[CH2:3]1, predict the reactants needed to synthesize it. The reactants are: [CH3:1][N:2]1[CH2:7][CH2:6][C:5](=[O:8])[CH2:4][CH2:3]1.[F:9][C:10]1[CH:17]=[CH:16][CH:15]=[C:14]([F:18])[C:11]=1[CH:12]=O.[OH-].[Na+]. (8) Given the product [Cl:37][C:23]1[C:24]([NH:26][CH:27]2[CH:32]3[CH2:33][CH:29]([CH:30]=[CH:31]3)[CH:28]2[C:34]([NH2:36])=[O:35])=[N:25][C:20]([NH:18][C:15]2[CH:16]=[CH:17][C:10]3[CH2:9][CH2:8][CH:7]([N:1]4[CH2:6][CH2:5][O:4][CH2:3][CH2:2]4)[CH2:13][CH2:12][C:11]=3[CH:14]=2)=[N:21][CH:22]=1, predict the reactants needed to synthesize it. The reactants are: [N:1]1([CH:7]2[CH2:13][CH2:12][C:11]3[CH:14]=[C:15]([NH2:18])[CH:16]=[CH:17][C:10]=3[CH2:9][CH2:8]2)[CH2:6][CH2:5][O:4][CH2:3][CH2:2]1.Cl[C:20]1[N:25]=[C:24]([NH:26][CH:27]2[CH:32]3[CH2:33][CH:29]([CH:30]=[CH:31]3)[CH:28]2[C:34]([NH2:36])=[O:35])[C:23]([Cl:37])=[CH:22][N:21]=1.